Predict the reaction yield, written as a fraction of the theoretical maximum amount of product (1.0 means a 100% yield; for example, 0.34 means a 34% yield). From a dataset of Reaction yield outcomes from USPTO patents with 853,638 reactions. (1) The reactants are [CH2:1]([O:8][C:9]1[CH:14]=[CH:13][C:12]([CH:15]([C:17]2[CH:22]=[C:21](Br)[CH:20]=[CH:19][C:18]=2[CH3:24])O)=[CH:11][CH:10]=1)[C:2]1[CH:7]=[CH:6][CH:5]=[CH:4][CH:3]=1.C([Li])CCC.[OH:30][C@H:31]1[C@H:38]2[C@H:34]([O:35][C:36]([CH3:40])([CH3:39])[O:37]2)[O:33][C@H:32]1[C:41](N1CCOCC1)=[O:42].C([Mg]Cl)(C)(C)C. The catalyst is C1COCC1. The product is [CH2:1]([O:8][C:9]1[CH:14]=[CH:13][C:12]([CH2:15][C:17]2[CH:22]=[C:21]([C:41]([C@@H:32]3[O:33][C@H:34]4[O:35][C:36]([CH3:40])([CH3:39])[O:37][C@H:38]4[C@@H:31]3[OH:30])=[O:42])[CH:20]=[CH:19][C:18]=2[CH3:24])=[CH:11][CH:10]=1)[C:2]1[CH:7]=[CH:6][CH:5]=[CH:4][CH:3]=1. The yield is 0.700. (2) The catalyst is C1COCC1.[Cl-].[NH4+]. The product is [NH:5]1[C:13]2[C:8](=[C:9]([N:14]3[CH2:19][CH2:18][N:17]([CH2:20][CH:22]4[CH2:31][CH2:30][C:29]5[C:24](=[CH:25][CH:26]=[CH:27][CH:28]=5)[NH:23]4)[CH2:16][CH2:15]3)[CH:10]=[CH:11][CH:12]=2)[CH:7]=[CH:6]1. The reactants are B.CSC.[NH:5]1[C:13]2[C:8](=[C:9]([N:14]3[CH2:19][CH2:18][N:17]([C:20]([CH:22]4[CH2:31][CH2:30][C:29]5[C:24](=[CH:25][CH:26]=[CH:27][CH:28]=5)[NH:23]4)=O)[CH2:16][CH2:15]3)[CH:10]=[CH:11][CH:12]=2)[CH:7]=[CH:6]1. The yield is 0.490. (3) The reactants are [C:1]([C:5]1[CH:6]=[CH:7][C:8]2[O:12][C:11]([CH2:13][CH2:14][N:15]3C(=O)C4C(=CC=CC=4)C3=O)=[N:10][C:9]=2[CH:26]=1)([CH3:4])([CH3:3])[CH3:2].O.NN. The catalyst is C(O)C. The product is [C:1]([C:5]1[CH:6]=[CH:7][C:8]2[O:12][C:11]([CH2:13][CH2:14][NH2:15])=[N:10][C:9]=2[CH:26]=1)([CH3:4])([CH3:2])[CH3:3]. The yield is 0.800. (4) The reactants are [CH2:1]([O:3][C:4]1[CH:5]=[C:6]([CH:19]=[CH:20][C:21]=1[O:22][CH2:23][C:24]1[CH:25]=[N:26][C:27]([O:30][CH3:31])=[CH:28][CH:29]=1)[CH2:7][NH:8][C:9]1[C:14]([N+:15]([O-])=O)=[CH:13][C:12]([I:18])=[CH:11][N:10]=1)[CH3:2]. The catalyst is C(O)(=O)C.C(OCC)(=O)C.[Fe]. The product is [CH2:1]([O:3][C:4]1[CH:5]=[C:6]([CH:19]=[CH:20][C:21]=1[O:22][CH2:23][C:24]1[CH:25]=[N:26][C:27]([O:30][CH3:31])=[CH:28][CH:29]=1)[CH2:7][NH:8][C:9]1[C:14]([NH2:15])=[CH:13][C:12]([I:18])=[CH:11][N:10]=1)[CH3:2]. The yield is 0.970. (5) The reactants are [H-].[Al+3].[Li+].[H-].[H-].[H-].[Cl:7][C:8]1[CH:9]=[CH:10][C:11]([C:30](OC)=[O:31])=[C:12]2[C:16]=1[N:15]=[C:14]1[N:17]([C:21]3[C:26]([Cl:27])=[CH:25][C:24]([Cl:28])=[CH:23][C:22]=3[Cl:29])[CH2:18][CH2:19][CH2:20][N:13]21.O.O.O.O.O.O.O.O.O.O.S([O-])([O-])(=O)=O.[Na+].[Na+].CC(OI1(OC(C)=O)(OC(C)=O)OC(=O)C2C=CC=CC1=2)=O. The product is [Cl:7][C:8]1[CH:9]=[CH:10][C:11]([CH:30]=[O:31])=[C:12]2[C:16]=1[N:15]=[C:14]1[N:17]([C:21]3[C:26]([Cl:27])=[CH:25][C:24]([Cl:28])=[CH:23][C:22]=3[Cl:29])[CH2:18][CH2:19][CH2:20][N:13]21. The catalyst is O1CCCC1.C(#N)C.C(=O)(O)[O-].[Na+].C(OCC)(=O)C.CS(C)=O. The yield is 0.850. (6) The reactants are [Br:1][C:2]1[C:6]([N+:7]([O-:9])=[O:8])=[C:5](Br)[N:4]([CH2:11][CH3:12])[N:3]=1.CCO.[CH2:16]([NH2:18])[CH3:17]. The catalyst is C(Cl)Cl.O. The product is [Br:1][C:2]1[C:6]([N+:7]([O-:9])=[O:8])=[C:5]([CH2:17][CH2:16][NH2:18])[N:4]([CH2:11][CH3:12])[N:3]=1. The yield is 0.450. (7) The reactants are ClCC([NH:5][C:6]12[CH2:15][CH:10]3[CH2:11][CH:12]([CH2:14][C:8]([NH:16][C:17]([C:19]4[CH:24]=[CH:23][CH:22]=[CH:21][N:20]=4)=[O:18])([CH2:9]3)[CH2:7]1)[CH2:13]2)=O.NC(N)=S.C(O)C.[OH-].[Na+]. The catalyst is O.C(O)(=O)C. The product is [NH2:5][C:6]12[CH2:15][CH:10]3[CH2:11][CH:12]([CH2:14][C:8]([NH:16][C:17]([C:19]4[CH:24]=[CH:23][CH:22]=[CH:21][N:20]=4)=[O:18])([CH2:9]3)[CH2:7]1)[CH2:13]2. The yield is 0.954.